This data is from Full USPTO retrosynthesis dataset with 1.9M reactions from patents (1976-2016). The task is: Predict the reactants needed to synthesize the given product. (1) The reactants are: [NH2:1][C:2]1[N:3]=[C:4]([Cl:32])[C:5]2[CH:10]=[CH:9][N:8]([C@@H:11]3[O:23][C@H:22]([CH2:24][O:25][CH:26]4[CH2:31][CH2:30][CH2:29][CH2:28][O:27]4)[C@@H:14]([O:15][CH:16]4[CH2:21][CH2:20][CH2:19][CH2:18][O:17]4)[C@@H:12]3O)[C:6]=2[N:7]=1.C(N(S(F)(F)[F:39])CC)C.C([O-])(O)=O.[Na+]. Given the product [NH2:1][C:2]1[N:3]=[C:4]([Cl:32])[C:5]2[CH:10]=[CH:9][N:8]([C@@H:11]3[O:23][C@H:22]([CH2:24][O:25][CH:26]4[CH2:31][CH2:30][CH2:29][CH2:28][O:27]4)[C@@H:14]([O:15][CH:16]4[CH2:21][CH2:20][CH2:19][CH2:18][O:17]4)[C@H:12]3[F:39])[C:6]=2[N:7]=1, predict the reactants needed to synthesize it. (2) Given the product [CH3:1][O:2][C:3]([C:4]1[CH:5]=[C:6]2[C:7]([C:22]([CH3:24])([CH3:23])[CH2:21][CH:16]([C:15]3[CH:18]=[CH:19][CH:20]=[C:13]([Br:12])[CH:14]=3)[NH:10]2)=[CH:8][CH:9]=1)=[O:11], predict the reactants needed to synthesize it. The reactants are: [CH3:1][O:2][C:3](=[O:11])[C:4]1[CH:9]=[CH:8][CH:7]=[C:6]([NH2:10])[CH:5]=1.[Br:12][C:13]1[CH:14]=[C:15]([CH:18]=[CH:19][CH:20]=1)[CH:16]=O.[CH2:21]=[C:22]([CH3:24])[CH3:23].FC(F)(F)S([O-])(=O)=O.[Yb+3].FC(F)(F)S([O-])(=O)=O.FC(F)(F)S([O-])(=O)=O. (3) Given the product [C:1]([O-:14])(=[O:13])[CH2:2][CH2:3][CH2:4][CH2:5][CH2:6][CH2:7][CH2:8][CH2:9][C:10]([O-:12])=[O:11].[K+:16].[K+:16], predict the reactants needed to synthesize it. The reactants are: [C:1]([OH:14])(=[O:13])[CH2:2][CH2:3][CH2:4][CH2:5][CH2:6][CH2:7][CH2:8][CH2:9][C:10]([OH:12])=[O:11].[OH-].[K+:16]. (4) Given the product [CH2:11]([O:10][C:8]([N:5]1[CH2:4][CH2:3][CH:2]([NH:1][S:35]([C:32]2[S:31][C:30]([NH:29][C:26]([N:19]([CH:13]3[CH2:14][CH2:15][CH2:16][CH2:17][CH2:18]3)[CH:20]3[CH2:21][CH2:22][CH2:23][CH2:24][CH2:25]3)=[O:28])=[N:34][C:33]=2[CH3:40])(=[O:37])=[O:36])[CH2:7][CH2:6]1)=[O:9])[CH3:12].[NH:5]1[CH2:4][CH2:3][CH:2]([NH:1][S:35]([C:32]2[S:31][C:30]([NH:29][C:26]([N:19]([CH:13]3[CH2:14][CH2:15][CH2:16][CH2:17][CH2:18]3)[CH:20]3[CH2:21][CH2:22][CH2:23][CH2:24][CH2:25]3)=[O:28])=[N:34][C:33]=2[CH3:40])(=[O:37])=[O:36])[CH2:7][CH2:6]1, predict the reactants needed to synthesize it. The reactants are: [NH2:1][CH:2]1[CH2:7][CH2:6][N:5]([C:8]([O:10][CH2:11][CH3:12])=[O:9])[CH2:4][CH2:3]1.[CH:13]1([NH:19][CH:20]2[CH2:25][CH2:24][CH2:23][CH2:22][CH2:21]2)[CH2:18][CH2:17][CH2:16][CH2:15][CH2:14]1.[C:26]([NH:29][C:30]1[S:31][C:32]([S:35](Cl)(=[O:37])=[O:36])=[CH:33][N:34]=1)(=[O:28])C.Br.[C:40](O)(=O)C. (5) Given the product [NH2:49][C:48]1[N:55]=[C:23]([C:10]2[C:9]([O:8][CH2:1][C:2]3[CH:7]=[CH:6][CH:5]=[CH:4][CH:3]=3)=[CH:14][CH:13]=[CH:12][C:11]=2[O:15][CH2:16][C:17]2[CH:22]=[CH:21][CH:20]=[CH:19][CH:18]=2)[CH:24]=[C:26]([CH:28]2[CH2:33][CH2:32][CH2:31][N:30]([C:34]([O:36][C:37]([CH3:40])([CH3:39])[CH3:38])=[O:35])[CH2:29]2)[C:47]=1[C:46]([O:45][C:41]([CH3:44])([CH3:43])[CH3:42])=[O:50], predict the reactants needed to synthesize it. The reactants are: [CH2:1]([O:8][C:9]1[CH:14]=[CH:13][CH:12]=[C:11]([O:15][CH2:16][C:17]2[CH:22]=[CH:21][CH:20]=[CH:19][CH:18]=2)[C:10]=1[C:23](=O)[CH3:24])[C:2]1[CH:7]=[CH:6][CH:5]=[CH:4][CH:3]=1.[CH:26]([CH:28]1[CH2:33][CH2:32][CH2:31][N:30]([C:34]([O:36][C:37]([CH3:40])([CH3:39])[CH3:38])=[O:35])[CH2:29]1)=O.[C:41]([O:45][C:46](=[O:50])[CH2:47][C:48]#[N:49])([CH3:44])([CH3:43])[CH3:42].C([O-])(=O)C.[NH4+:55]. (6) Given the product [CH:7]([N:14]1[CH2:15][CH2:16][N:17]([CH2:21][C:22]([N:24]([C:31]2[CH:36]=[CH:35][CH:34]=[CH:33][CH:32]=2)[C:25]2[CH:30]=[CH:29][CH:28]=[CH:27][CH:26]=2)=[O:23])[CH2:18][CH2:19]1)([C:8]1[CH:13]=[CH:12][CH:11]=[CH:10][CH:9]=1)[C:1]1[CH:6]=[CH:5][CH:4]=[CH:3][CH:2]=1, predict the reactants needed to synthesize it. The reactants are: [C:1]1([CH:7]([N:14]2[CH2:19][CH2:18][NH:17][CH2:16][CH2:15]2)[C:8]2[CH:13]=[CH:12][CH:11]=[CH:10][CH:9]=2)[CH:6]=[CH:5][CH:4]=[CH:3][CH:2]=1.Br[CH2:21][C:22]([N:24]([C:31]1[CH:36]=[CH:35][CH:34]=[CH:33][CH:32]=1)[C:25]1[CH:30]=[CH:29][CH:28]=[CH:27][CH:26]=1)=[O:23].C([O-])(O)=O.[Na+].